Dataset: Forward reaction prediction with 1.9M reactions from USPTO patents (1976-2016). Task: Predict the product of the given reaction. (1) The product is: [NH2:48][C:46]([C:43]1([C:40]2[CH:39]=[CH:38][C:37]([C:18]3[CH:17]=[CH:16][C:15]([C@H:10]([NH:9][C@H:8]([C:7]([NH:6][C:3]4([C:1]#[N:2])[CH2:4][CH2:5]4)=[O:35])[CH2:30][C:31]([F:34])([CH3:33])[CH3:32])[C:11]([F:13])([F:12])[F:14])=[CH:20][CH:19]=3)=[N:42][CH:41]=2)[CH2:45][CH2:44]1)=[O:47]. Given the reactants [C:1]([C:3]1([NH:6][C:7](=[O:35])[C@H:8]([CH2:30][C:31]([F:34])([CH3:33])[CH3:32])[NH:9][C@@H:10]([C:15]2[CH:20]=[CH:19][C:18](B3OC(C)(C)C(C)(C)O3)=[CH:17][CH:16]=2)[C:11]([F:14])([F:13])[F:12])[CH2:5][CH2:4]1)#[N:2].Cl[C:37]1[N:42]=[CH:41][C:40]([C:43]2([C:46]([NH2:48])=[O:47])[CH2:45][CH2:44]2)=[CH:39][CH:38]=1.C([O-])([O-])=O.[Na+].[Na+].C1(P(C2C=CC=CC=2)C2C=CC=CC=2)C=CC=CC=1.C(=O)(O)[O-].[Na+], predict the reaction product. (2) Given the reactants [NH2:1][C@H:2]1[CH2:6][CH2:5][N:4]([C@H:7]([C:12]([N:14]2[CH2:19][CH2:18][O:17][CH2:16][CH2:15]2)=[O:13])[C@@H:8]([CH3:11])[CH2:9][CH3:10])[C:3]1=[O:20].CCN(C(C)C)C(C)C.[Cl:30][C:31]1[CH:36]=[CH:35][C:34]([C:37]2([CH2:42][S:43](Cl)(=[O:45])=[O:44])[O:41][CH2:40][CH2:39][O:38]2)=[CH:33][CH:32]=1, predict the reaction product. The product is: [Cl:30][C:31]1[CH:36]=[CH:35][C:34]([C:37]2([CH2:42][S:43]([NH:1][C@H:2]3[CH2:6][CH2:5][N:4]([C@H:7]([C:12]([N:14]4[CH2:15][CH2:16][O:17][CH2:18][CH2:19]4)=[O:13])[C@@H:8]([CH3:11])[CH2:9][CH3:10])[C:3]3=[O:20])(=[O:44])=[O:45])[O:41][CH2:40][CH2:39][O:38]2)=[CH:33][CH:32]=1. (3) Given the reactants [Br:1][C:2]1[N:6]([CH3:7])[N:5]=[CH:4][C:3]=1[C:8]1[N:9]=[C:10]([CH3:18])[N:11]2[C:16]=1[C:15](=O)[NH:14][CH:13]=[N:12]2.P(Cl)(Cl)([Cl:21])=O.C(N(CC)C(C)C)(C)C.C(N(CC)CC)C, predict the reaction product. The product is: [Br:1][C:2]1[N:6]([CH3:7])[N:5]=[CH:4][C:3]=1[C:8]1[N:9]=[C:10]([CH3:18])[N:11]2[C:16]=1[C:15]([Cl:21])=[N:14][CH:13]=[N:12]2. (4) Given the reactants Cl[CH2:2][CH2:3][CH2:4][CH2:5][CH2:6][O:7][C:8]1[CH:9]=[C:10]([CH:14]([O:24][CH:25]2[CH2:30][CH2:29][N:28]([CH3:31])[CH2:27][CH2:26]2)[C:15]2[S:16][C:17]3[CH:23]=[CH:22][CH:21]=[CH:20][C:18]=3[N:19]=2)[CH:11]=[CH:12][CH:13]=1.[N-:32]=[N+:33]=[N-:34].[Na+].O, predict the reaction product. The product is: [N:32]([CH2:2][CH2:3][CH2:4][CH2:5][CH2:6][O:7][C:8]1[CH:9]=[C:10]([CH:14]([O:24][CH:25]2[CH2:30][CH2:29][N:28]([CH3:31])[CH2:27][CH2:26]2)[C:15]2[S:16][C:17]3[CH:23]=[CH:22][CH:21]=[CH:20][C:18]=3[N:19]=2)[CH:11]=[CH:12][CH:13]=1)=[N+:33]=[N-:34].